Dataset: Full USPTO retrosynthesis dataset with 1.9M reactions from patents (1976-2016). Task: Predict the reactants needed to synthesize the given product. Given the product [CH3:43][C:33]1([CH3:44])[C@@H:34]([C:36]([N:38]2[CH2:39][CH2:40][CH2:41][CH2:42]2)=[O:37])[CH2:35][C@H:32]1[NH:31][C:30]([C@:14]12[CH2:26][CH2:25][C@@H:24]([C:27]([CH3:29])=[CH2:28])[C@@H:15]1[C@@H:16]1[C@@:11]([CH3:46])([CH2:12][CH2:13]2)[C@@:10]2([CH3:47])[C@@H:19]([C@:20]3([CH3:23])[C@@H:7]([CH2:8][CH2:9]2)[C:6]([CH3:48])([CH3:49])[C@@H:5]([OH:4])[CH2:22][CH2:21]3)[CH2:18][CH2:17]1)=[O:45], predict the reactants needed to synthesize it. The reactants are: C([O:4][C@H:5]1[CH2:22][CH2:21][C@@:20]2([CH3:23])[C@@H:7]([CH2:8][CH2:9][C@:10]3([CH3:47])[C@@H:19]2[CH2:18][CH2:17][C@H:16]2[C@@:11]3([CH3:46])[CH2:12][CH2:13][C@@:14]3([C:30](=[O:45])[NH:31][C@@H:32]4[CH2:35][C@H:34]([C:36]([N:38]5[CH2:42][CH2:41][CH2:40][CH2:39]5)=[O:37])[C:33]4([CH3:44])[CH3:43])[CH2:26][CH2:25][C@@H:24]([C:27]([CH3:29])=[CH2:28])[C@@H:15]32)[C:6]1([CH3:49])[CH3:48])(=O)C.[OH-].[Na+].